Predict which catalyst facilitates the given reaction. From a dataset of Catalyst prediction with 721,799 reactions and 888 catalyst types from USPTO. Reactant: [Br:1][C:2]1[C:3]([CH3:14])=[N:4][N:5]([C:7]2[CH:12]=[CH:11][C:10]([NH2:13])=[CH:9][CH:8]=2)[CH:6]=1.[CH2:15]=O.C[O-].[Na+].[BH4-].[Na+].[OH-].[Na+]. Product: [Br:1][C:2]1[C:3]([CH3:14])=[N:4][N:5]([C:7]2[CH:8]=[CH:9][C:10]([NH:13][CH3:15])=[CH:11][CH:12]=2)[CH:6]=1. The catalyst class is: 5.